From a dataset of Catalyst prediction with 721,799 reactions and 888 catalyst types from USPTO. Predict which catalyst facilitates the given reaction. (1) Reactant: [Cl:1][C:2]1[CH:3]=[C:4]([CH:18]=[C:19]([NH:21][C:22](=[O:30])[CH2:23][C:24]2[CH:29]=[CH:28][CH:27]=[CH:26][CH:25]=2)[CH:20]=1)[C:5]([NH:7][CH2:8][C:9]1[CH:14]=[CH:13][C:12]([C:15]#[N:16])=[CH:11][C:10]=1[OH:17])=[O:6].C(=O)([O-])[O-].[Cs+].[Cs+].I[CH2:38][C:39]([NH2:41])=[O:40]. Product: [C:39]([CH2:38][O:17][C:10]1[CH:11]=[C:12]([C:15]#[N:16])[CH:13]=[CH:14][C:9]=1[CH2:8][NH:7][C:5](=[O:6])[C:4]1[CH:18]=[C:19]([NH:21][C:22](=[O:30])[CH2:23][C:24]2[CH:25]=[CH:26][CH:27]=[CH:28][CH:29]=2)[CH:20]=[C:2]([Cl:1])[CH:3]=1)(=[O:40])[NH2:41]. The catalyst class is: 10. (2) Reactant: C([C@@H]1COC(=O)[N:9]1[C:14]([C@@H:16]([S:28][C:29]1[CH:39]=[CH:38][C:32]([C:33]([O:35][CH2:36][CH3:37])=[O:34])=[CH:31][C:30]=1[N+]([O-])=O)[CH2:17][CH2:18][CH2:19][C:20]1[CH:25]=[CH:24][C:23]([O:26][CH3:27])=[CH:22][CH:21]=1)=[O:15])C1C=CC=CC=1.C(O)C. Product: [CH3:27][O:26][C:23]1[CH:22]=[CH:21][C:20]([CH2:19][CH2:18][CH2:17][C@H:16]2[C:14](=[O:15])[NH:9][C:30]3[CH:31]=[C:32]([C:33]([O:35][CH2:36][CH3:37])=[O:34])[CH:38]=[CH:39][C:29]=3[S:28]2)=[CH:25][CH:24]=1. The catalyst class is: 331. (3) Reactant: [Cl:1][C:2]1[CH:3]=[C:4]([CH:9]=[CH:10][C:11]=1[CH3:12])[C:5]([O:7][CH3:8])=[O:6].[Br:13]N1C(=O)CCC1=O.N(C(C)(C)C#N)=NC(C)(C)C#N. Product: [Br:13][CH2:12][C:11]1[CH:10]=[CH:9][C:4]([C:5]([O:7][CH3:8])=[O:6])=[CH:3][C:2]=1[Cl:1]. The catalyst class is: 53. (4) Reactant: [Br:1][C:2]1[CH:3]=[C:4]([NH:13][C@H:14]2[CH2:19][CH2:18][C@H:17]([NH:20][C:21]([O:23][C:24]([CH3:27])([CH3:26])[CH3:25])=[O:22])[CH2:16][CH2:15]2)[C:5]([CH3:12])=[C:6]([CH:11]=1)[C:7]([O:9][CH3:10])=[O:8].[CH:28](=O)[CH3:29].C(O)(=O)C.C(O[BH-](OC(=O)C)OC(=O)C)(=O)C.[Na+]. Product: [Br:1][C:2]1[CH:3]=[C:4]([N:13]([C@H:14]2[CH2:19][CH2:18][C@H:17]([NH:20][C:21]([O:23][C:24]([CH3:27])([CH3:26])[CH3:25])=[O:22])[CH2:16][CH2:15]2)[CH2:28][CH3:29])[C:5]([CH3:12])=[C:6]([CH:11]=1)[C:7]([O:9][CH3:10])=[O:8]. The catalyst class is: 68.